Dataset: CYP2C19 inhibition data for predicting drug metabolism from PubChem BioAssay. Task: Regression/Classification. Given a drug SMILES string, predict its absorption, distribution, metabolism, or excretion properties. Task type varies by dataset: regression for continuous measurements (e.g., permeability, clearance, half-life) or binary classification for categorical outcomes (e.g., BBB penetration, CYP inhibition). Dataset: cyp2c19_veith. (1) The result is 1 (inhibitor). The drug is Cc1ccc(C(C2C(=O)CC(C)(C)CC2=O)C2C(=O)CC(C)(C)CC2=O)s1. (2) The compound is N#Cc1ccc(CN2CCC3(CC2)CCN(C(=O)c2ccncc2)CC3)cc1. The result is 0 (non-inhibitor). (3) The drug is O=c1c(CCc2ccccc2)nc2cnc(N3CCNCC3)nc2n1Cc1ccc(F)cc1. The result is 1 (inhibitor). (4) The drug is CN(C)c1oc(-c2ccccc2)nc1C#N. The result is 1 (inhibitor). (5) The compound is CO/N=C(\C)CCN1CCc2nc(-c3ccccc3)c(-c3ccccc3)cc2C1. The result is 0 (non-inhibitor). (6) The compound is COc1ccc(C2C(=O)N(CCc3ccccc3)CC(=O)N2C2CCCC2)cc1. The result is 1 (inhibitor). (7) The compound is CC(C)(C)NC(=O)NC(=O)CSc1nnc2ccccn12. The result is 0 (non-inhibitor). (8) The compound is COc1cc2c(cc1OC)C(C(=O)Nc1ccccn1)C(c1cccnc1)N(C)C2=O. The result is 0 (non-inhibitor). (9) The compound is CCC/C=C(\CCC)C(NS(C)(=O)=O)c1ccccc1. The result is 1 (inhibitor).